This data is from CYP1A2 inhibition data for predicting drug metabolism from PubChem BioAssay. The task is: Regression/Classification. Given a drug SMILES string, predict its absorption, distribution, metabolism, or excretion properties. Task type varies by dataset: regression for continuous measurements (e.g., permeability, clearance, half-life) or binary classification for categorical outcomes (e.g., BBB penetration, CYP inhibition). Dataset: cyp1a2_veith. (1) The drug is COc1ccc(-n2c(=O)c(CCc3ccccc3)nc3cnc(OC)nc32)cc1. The result is 1 (inhibitor). (2) The molecule is CC(C)=NOC[C@@H](O)COCc1ccco1. The result is 0 (non-inhibitor). (3) The drug is O=C(O)c1c(-c2c3ccc(=O)cc-3oc3cc(O)ccc23)cc2ccccc2c1-c1ccccc1. The result is 0 (non-inhibitor). (4) The compound is Cl.N=C(N)n1cc(/C=N\N=C(N)N)cn1. The result is 0 (non-inhibitor). (5) The molecule is CCCOc1ccc(C(=O)CCNc2ccc(C)c(Cl)c2)cc1. The result is 1 (inhibitor). (6) The compound is N#Cc1cccc(NC(=O)N2CC[C@@]3(CCCN(C(=O)c4ccncc4)C3)C2)c1. The result is 0 (non-inhibitor). (7) The molecule is CNC(=O)NC(=O)CSc1nnc(-c2ccco2)n1Cc1ccccc1. The result is 0 (non-inhibitor). (8) The compound is c1ccc2c(c1)CCC[C@@H]2C1=NCCN1. The result is 0 (non-inhibitor).